From a dataset of Reaction yield outcomes from USPTO patents with 853,638 reactions. Predict the reaction yield, written as a fraction of the theoretical maximum amount of product (1.0 means a 100% yield; for example, 0.34 means a 34% yield). (1) The reactants are [O-]CC.[Na+].[C:5]([O:13][CH2:14][CH3:15])(=[O:12])[CH2:6][C:7]([O:9][CH2:10][CH3:11])=[O:8].[CH2:16]([O:23][C:24]([NH:26][CH2:27][CH2:28][CH2:29][CH2:30]Br)=[O:25])[C:17]1[CH:22]=[CH:21][CH:20]=[CH:19][CH:18]=1. The catalyst is C(O)C. The product is [CH2:16]([O:23][C:24]([NH:26][CH2:27][CH2:28][CH2:29][CH2:30][CH:6]([C:7]([O:9][CH2:10][CH3:11])=[O:8])[C:5]([O:13][CH2:14][CH3:15])=[O:12])=[O:25])[C:17]1[CH:22]=[CH:21][CH:20]=[CH:19][CH:18]=1. The yield is 0.830. (2) The reactants are [CH3:1][O:2][C:3]([C:5]1[NH:6][C:7]2[C:12]([C:13](=[O:15])[CH:14]=1)=[CH:11][C:10]([O:16][CH3:17])=[CH:9][C:8]=2[Br:18])=[O:4].[H-].[Na+].[CH3:21][Si:22]([CH3:29])([CH3:28])[CH2:23][CH2:24][O:25][CH2:26]Cl.O. The catalyst is CN1CCCC1=O. The product is [CH3:1][O:2][C:3]([C:5]1[CH:14]=[C:13]([O:15][CH2:26][O:25][CH2:24][CH2:23][Si:22]([CH3:29])([CH3:28])[CH3:21])[C:12]2[C:7](=[C:8]([Br:18])[CH:9]=[C:10]([O:16][CH3:17])[CH:11]=2)[N:6]=1)=[O:4]. The yield is 1.00. (3) The reactants are [C:1]([C:5]1[O:9][N:8]=[C:7]([NH:10][C:11]([NH:13][C:14]2[CH:19]=[CH:18][CH:17]=[C:16]([O:20][C:21]3[C:30]4[C:25](=[CH:26][C:27]([O:33][CH2:34][CH2:35]Cl)=[C:28]([O:31][CH3:32])[CH:29]=4)[N:24]=[CH:23][N:22]=3)[CH:15]=2)=[O:12])[CH:6]=1)([CH3:4])([CH3:3])[CH3:2].[CH3:37][N:38]1[CH2:43][CH2:42][NH:41][CH2:40][CH2:39]1.C(N(C(C)C)CC)(C)C. The catalyst is CN(C=O)C.[I-].C([N+](CCCC)(CCCC)CCCC)CCC. The product is [C:1]([C:5]1[O:9][N:8]=[C:7]([NH:10][C:11]([NH:13][C:14]2[CH:19]=[CH:18][CH:17]=[C:16]([O:20][C:21]3[C:30]4[C:25](=[CH:26][C:27]([O:33][CH2:34][CH2:35][N:41]5[CH2:42][CH2:43][N:38]([CH3:37])[CH2:39][CH2:40]5)=[C:28]([O:31][CH3:32])[CH:29]=4)[N:24]=[CH:23][N:22]=3)[CH:15]=2)=[O:12])[CH:6]=1)([CH3:4])([CH3:3])[CH3:2]. The yield is 0.0800.